This data is from Catalyst prediction with 721,799 reactions and 888 catalyst types from USPTO. The task is: Predict which catalyst facilitates the given reaction. Reactant: C1CCC(N=C=NC2CCCCC2)CC1.[CH2:16]1[C@@H:20]([CH2:21][CH2:22][CH2:23][CH2:24][C:25]([OH:27])=[O:26])[S:19][S:18][CH2:17]1.[CH3:28][N:29]([CH3:33])[CH2:30][CH2:31]O. Product: [S:18]1[CH2:17][CH2:16][C@@H:20]([CH2:21][CH2:22][CH2:23][CH2:24][C:25]([O:27][CH2:31][CH2:30][N:29]([CH3:33])[CH3:28])=[O:26])[S:19]1. The catalyst class is: 64.